From a dataset of Experimentally validated miRNA-target interactions with 360,000+ pairs, plus equal number of negative samples. Binary Classification. Given a miRNA mature sequence and a target amino acid sequence, predict their likelihood of interaction. (1) The miRNA is hsa-miR-1263 with sequence AUGGUACCCUGGCAUACUGAGU. The protein sequence of the target gene is MGSKRRNLSCSERHQKLVDENYCKKLHVQALKNVNSQIRNQMVQNENDNRVQRKQFLRLLQNEQFELDMEEAIQKAEENKRLKELQLKQEEKLAMELAKLKHESLKDEKMRQQVRENSIELRELEKKLKAAYMNKERAAQIAEKDAIKYEQMKRDAEIAKTMMEEHKRIIKEENAAEDKRNKAKAQYYLDLEKQLEEQEKKKQEAYEQLLKEKLMIDEIVRKIYEEDQLEKQQKLEKMNAMRRYIEEFQKEQALWRKKKREEMEEENRKIIEFANMQQQREEDRMAKVQENEEKRLQLQN.... Result: 0 (no interaction). (2) The protein sequence of the target gene is MLGLPWKGGLSWALLLLLLGSQILLIYAWHFHEQRDCDEHNVMARYLPATVEFAVHTFNQQSKDYYAYRLGHILNSWKEQVESKTVFSMELLLGRTRCGKFEDDIDNCHFQESTELNNTFTCFFTISTRPWMTQFSLLNKTCLEGFH. Result: 0 (no interaction). The miRNA is bta-miR-26a with sequence UUCAAGUAAUCCAGGAUAGGCU.